Dataset: Reaction yield outcomes from USPTO patents with 853,638 reactions. Task: Predict the reaction yield, written as a fraction of the theoretical maximum amount of product (1.0 means a 100% yield; for example, 0.34 means a 34% yield). (1) The reactants are Br[C:2]1[CH:7]=[CH:6][C:5]([N+:8]([O-:10])=[O:9])=[CH:4][N:3]=1.[C:11]([O:15][C:16]([N:18]1[CH2:23][CH2:22][CH:21]([NH2:24])[CH2:20][CH2:19]1)=[O:17])([CH3:14])([CH3:13])[CH3:12].C(N(CC)CC)C. The catalyst is CN(C)C=O. The product is [C:11]([O:15][C:16]([N:18]1[CH2:23][CH2:22][CH:21]([NH:24][C:2]2[CH:7]=[CH:6][C:5]([N+:8]([O-:10])=[O:9])=[CH:4][N:3]=2)[CH2:20][CH2:19]1)=[O:17])([CH3:14])([CH3:12])[CH3:13]. The yield is 0.900. (2) The yield is 0.560. The catalyst is C(OCC)(=O)C. The reactants are [Cl-].O[NH3+:3].[C:4](=[O:7])([O-])[OH:5].[Na+].CS(C)=O.[CH3:13][O:14][C:15]1[CH:47]=[CH:46][C:18]([O:19][C:20]2[C:25](=[O:26])[N:24]([CH2:27][C:28]3[CH:33]=[CH:32][C:31]([C:34]4[C:35]([C:40]#[N:41])=[CH:36][CH:37]=[CH:38][CH:39]=4)=[CH:30][CH:29]=3)[C:23]([CH2:42][CH2:43][CH3:44])=[N:22][C:21]=2[CH3:45])=[CH:17][CH:16]=1. The product is [CH3:13][O:14][C:15]1[CH:16]=[CH:17][C:18]([O:19][C:20]2[C:25](=[O:26])[N:24]([CH2:27][C:28]3[CH:33]=[CH:32][C:31]([C:34]4[CH:39]=[CH:38][CH:37]=[CH:36][C:35]=4[C:40]4[NH:3][C:4](=[O:7])[O:5][N:41]=4)=[CH:30][CH:29]=3)[C:23]([CH2:42][CH2:43][CH3:44])=[N:22][C:21]=2[CH3:45])=[CH:46][CH:47]=1. (3) The reactants are [F:1][C:2]1[CH:3]=[C:4]([C:8]2[C:23](I)=[C:11]3[CH2:12][N:13]([C:16]([O:18][C:19]([CH3:22])([CH3:21])[CH3:20])=[O:17])[CH2:14][CH2:15][N:10]3[N:9]=2)[CH:5]=[CH:6][CH:7]=1.[CH3:25][N:26](C=O)C. The catalyst is [C-]#N.[Zn+2].[C-]#N.[Zn].C1C=CC(/C=C/C(/C=C/C2C=CC=CC=2)=O)=CC=1.C1C=CC(/C=C/C(/C=C/C2C=CC=CC=2)=O)=CC=1.C1C=CC(/C=C/C(/C=C/C2C=CC=CC=2)=O)=CC=1.[Pd].[Pd].C1C=CC(P(C2C=CC=CC=2)[C-]2C=CC=C2)=CC=1.C1C=CC(P(C2C=CC=CC=2)[C-]2C=CC=C2)=CC=1.[Fe+2]. The product is [C:25]([C:23]1[C:8]([C:4]2[CH:5]=[CH:6][CH:7]=[C:2]([F:1])[CH:3]=2)=[N:9][N:10]2[CH2:15][CH2:14][N:13]([C:16]([O:18][C:19]([CH3:22])([CH3:21])[CH3:20])=[O:17])[CH2:12][C:11]=12)#[N:26]. The yield is 0.640. (4) The reactants are C([O-])([O-])=O.[Na+].[Na+].FC(F)(F)S(O[C:13]1[CH2:14][CH2:15][N:16]([C:19]([O:21][C:22]([CH3:25])([CH3:24])[CH3:23])=[O:20])[CH2:17][CH:18]=1)(=O)=O.S(O)(O)(=O)=O.[NH2:33][C:34]1[CH:35]=[C:36](B(O)O)[CH:37]=[CH:38][CH:39]=1.[NH2:33][C:34]1[CH:39]=[C:38](B(O)O)[CH:37]=[CH:36][CH:35]=1.[Cl-].[Li+]. The catalyst is C(COC)OC. The product is [NH2:33][C:34]1[CH:39]=[C:38]([C:13]2[CH2:14][CH2:15][N:16]([C:19]([O:21][C:22]([CH3:25])([CH3:24])[CH3:23])=[O:20])[CH2:17][CH:18]=2)[CH:37]=[CH:36][CH:35]=1. The yield is 0.810. (5) The reactants are [CH2:1]([O:3][C:4]1[C:5](=[O:10])[CH2:6][CH2:7][CH2:8][CH:9]=1)[CH3:2].[Li]N([Si](C)(C)C)[Si](C)(C)C.[CH2:21]([O:23][C:24](=[O:30])[C:25](OCC)=[O:26])[CH3:22].Cl. The catalyst is C(OCC)C.O1CCCC1.O.C(Cl)(Cl)Cl. The product is [CH2:1]([O:3][C:4]1[C:5](=[O:10])[CH:6]([C:25](=[O:26])[C:24]([O:23][CH2:21][CH3:22])=[O:30])[CH2:7][CH2:8][CH:9]=1)[CH3:2]. The yield is 0.760. (6) The yield is 0.550. The product is [CH3:1][O:2][C:3]1[CH:8]=[CH:7][CH:6]=[CH:5][C:4]=1[C:9]1[N:17]([CH3:20])[N:16]=[N:15][C:10]=1[C:11]([O:13][CH3:14])=[O:12]. The reactants are [CH3:1][O:2][C:3]1[CH:8]=[CH:7][CH:6]=[CH:5][C:4]=1[C:9]#[C:10][C:11]([O:13][CH3:14])=[O:12].[N-:15]=[N+:16]=[N-:17].[Na+].I[CH3:20]. The catalyst is O.CN(C=O)C. (7) The reactants are [O:1]=[C:2]1[C:10]2[C:5](=[CH:6][CH:7]=[CH:8][CH:9]=2)[CH2:4][N:3]1[C:11]1[CH:16]=[CH:15][CH:14]=[CH:13][C:12]=1/[CH:17]=[CH:18]/[C:19]([O:21]CC)=O.[NH2:24][OH:25].[OH-].[Na+]. The catalyst is O1CCCC1.CO. The product is [OH:25][NH:24][C:19](=[O:21])/[CH:18]=[CH:17]/[C:12]1[CH:13]=[CH:14][CH:15]=[CH:16][C:11]=1[N:3]1[CH2:4][C:5]2[C:10](=[CH:9][CH:8]=[CH:7][CH:6]=2)[C:2]1=[O:1]. The yield is 0.490.